From a dataset of Reaction yield outcomes from USPTO patents with 853,638 reactions. Predict the reaction yield, written as a fraction of the theoretical maximum amount of product (1.0 means a 100% yield; for example, 0.34 means a 34% yield). (1) The reactants are [CH3:1][O:2][C:3]1[CH:4]=[C:5]2[C:9](=[CH:10][CH:11]=1)[NH:8][C:7](=[O:12])[C@:6]12[CH2:14][C@H:13]1[C:15]1[CH:23]=[C:22]2[C:18]([C:19]([C:24]3[CH:29]=[CH:28][C:27]([CH:30]4[CH2:35][CH2:34][N:33](C(OC(C)(C)C)=O)[CH2:32][CH2:31]4)=[CH:26][CH:25]=3)=[N:20][NH:21]2)=[CH:17][CH:16]=1.[C:43]([OH:49])([C:45]([F:48])([F:47])[F:46])=[O:44]. The catalyst is C(Cl)Cl. The product is [F:46][C:45]([F:48])([F:47])[C:43]([OH:49])=[O:44].[CH3:1][O:2][C:3]1[CH:4]=[C:5]2[C:9](=[CH:10][CH:11]=1)[NH:8][C:7](=[O:12])[C@:6]12[CH2:14][C@H:13]1[C:15]1[CH:23]=[C:22]2[C:18]([C:19]([C:24]3[CH:29]=[CH:28][C:27]([CH:30]4[CH2:35][CH2:34][NH:33][CH2:32][CH2:31]4)=[CH:26][CH:25]=3)=[N:20][NH:21]2)=[CH:17][CH:16]=1. The yield is 0.720. (2) The reactants are [C:1]([N:4]1[CH2:11][C:10]2[S:9][C:8]([C:12]3[CH:17]=[CH:16][C:15]([O:18][CH2:19][CH2:20][CH2:21]Cl)=[CH:14][CH:13]=3)=[N:7][C:6]=2[CH2:5]1)(=[O:3])[CH3:2].[CH3:23][CH:24]1[CH2:28][CH2:27][CH2:26][NH:25]1. The catalyst is C(#N)C. The product is [C:1]([N:4]1[CH2:11][C:10]2[S:9][C:8]([C:12]3[CH:17]=[CH:16][C:15]([O:18][CH2:19][CH2:20][CH2:21][N:25]4[CH2:26][CH2:27][CH2:28][CH:24]4[CH3:23])=[CH:14][CH:13]=3)=[N:7][C:6]=2[CH2:5]1)(=[O:3])[CH3:2]. The yield is 0.330. (3) The reactants are Cl.[C:2]1([CH:8]([C:14]2[CH:19]=[CH:18][CH:17]=[CH:16][CH:15]=2)[N:9]2[CH2:12][CH:11]([OH:13])[CH2:10]2)[CH:7]=[CH:6][CH:5]=[CH:4][CH:3]=1.CN1CCOCC1.C[N+]1([O-])CCOCC1.C(OCC)(=O)C. The catalyst is ClCCl.[Ru]([O-])(=O)(=O)=O.C([N+](CCC)(CCC)CCC)CC. The product is [C:14]1([CH:8]([C:2]2[CH:3]=[CH:4][CH:5]=[CH:6][CH:7]=2)[N:9]2[CH2:12][C:11](=[O:13])[CH2:10]2)[CH:15]=[CH:16][CH:17]=[CH:18][CH:19]=1. The yield is 0.370. (4) The reactants are [S:1]1[CH:5]=[CH:4][C:3]2[C:6](=[O:9])[CH2:7][CH2:8][C:2]1=2.[H-].[Na+].C(OC(=O)[C:16]1[CH:21]=[CH:20][CH:19]=[N:18][CH:17]=1)C.Cl.C1C[O:27][CH2:26]C1. The catalyst is C(OCC)(=O)C.O. The product is [N:18]1[CH:17]=[CH:16][CH:21]=[CH:20][C:19]=1[C:26]([CH:7]1[CH2:8][C:2]2[S:1][CH:5]=[CH:4][C:3]=2[C:6]1=[O:9])=[O:27]. The yield is 0.550. (5) The reactants are [I:1][C:2]1[CH:12]=[N:11][C:5]2[NH:6][CH2:7][C:8](=[O:10])[NH:9][C:4]=2[CH:3]=1.Br[CH2:14][C:15]1[C:16]([Cl:21])=[N:17][CH:18]=[CH:19][CH:20]=1. No catalyst specified. The product is [Cl:21][C:16]1[C:15]([CH2:14][N:9]2[C:8](=[O:10])[CH2:7][NH:6][C:5]3[N:11]=[CH:12][C:2]([I:1])=[CH:3][C:4]2=3)=[CH:20][CH:19]=[CH:18][N:17]=1. The yield is 0.580. (6) The reactants are C([N-]C(C)C)(C)C.[Li+].[CH2:9]([CH:11]([C:14]1[N:19]2[N:20]=[C:21]([CH3:28])[C:22]([C:23]3[S:27][CH:26]=[N:25][CH:24]=3)=[C:18]2[N:17]=[C:16]([CH3:29])[CH:15]=1)[CH2:12][CH3:13])[CH3:10].[I:30]N1C(=O)CCC1=O.[Cl-].[NH4+]. The catalyst is C1COCC1. The product is [CH2:9]([CH:11]([C:14]1[N:19]2[N:20]=[C:21]([CH3:28])[C:22]([C:23]3[S:27][C:26]([I:30])=[N:25][CH:24]=3)=[C:18]2[N:17]=[C:16]([CH3:29])[CH:15]=1)[CH2:12][CH3:13])[CH3:10]. The yield is 0.600. (7) The reactants are Br[C:2]1[C:3](C#N)=[N:4][CH:5]=[C:6]([Cl:8])[CH:7]=1.[C:11](=[O:14])([O-])[O-:12].[Na+].[Na+].[C:17](B1OC(C)(C)C(C)(C)O1)([CH3:19])=[CH2:18]. The catalyst is C1C=CC([P]([Pd]([P](C2C=CC=CC=2)(C2C=CC=CC=2)C2C=CC=CC=2)([P](C2C=CC=CC=2)(C2C=CC=CC=2)C2C=CC=CC=2)[P](C2C=CC=CC=2)(C2C=CC=CC=2)C2C=CC=CC=2)(C2C=CC=CC=2)C2C=CC=CC=2)=CC=1. The product is [Cl:8][C:6]1[CH:7]=[C:2]([C:17]([CH3:19])=[CH2:18])[C:3]([C:11]([OH:12])=[O:14])=[N:4][CH:5]=1. The yield is 0.820. (8) The reactants are ClC1C=CC(C(O)=O)=CN=1.C(OC(OC(C)(C)C)=O)(OC(C)(C)C)=O.Cl[C:27]1[CH:39]=[CH:38][C:30]([C:31]([O:33][C:34]([CH3:37])([CH3:36])[CH3:35])=[O:32])=[CH:29][N:28]=1.[OH-].[Na+].[Cl:42][C:43]1[CH:44]=[C:45]([N:50]2[C:54](=[O:55])[C@@:53]3([C@H:59]([C:60]4[CH:67]=[CH:66][C:63]([C:64]#[N:65])=[CH:62][CH:61]=4)[CH2:58][NH:57][CH2:56]3)[N:52]([CH3:68])[C:51]2=[O:69])[CH:46]=[C:47]([Cl:49])[CH:48]=1.CC1C=CC(C(O[C@H](C(O)=O)[C@H](OC(C2C=CC(C)=CC=2)=O)C(O)=O)=O)=CC=1.C(N(C(C)C)CC)(C)C. The catalyst is CN(C)C1C=CN=CC=1.O1CCCC1.C(OC)(C)(C)C. The product is [C:64]([C:63]1[CH:66]=[CH:67][C:60]([C@H:59]2[C@:53]3([N:52]([CH3:68])[C:51](=[O:69])[N:50]([C:45]4[CH:44]=[C:43]([Cl:42])[CH:48]=[C:47]([Cl:49])[CH:46]=4)[C:54]3=[O:55])[CH2:56][N:57]([C:27]3[CH:39]=[CH:38][C:30]([C:31]([O:33][C:34]([CH3:37])([CH3:36])[CH3:35])=[O:32])=[CH:29][N:28]=3)[CH2:58]2)=[CH:61][CH:62]=1)#[N:65]. The yield is 0.860. (9) The reactants are [CH2:1]([O:3][C:4]1[CH:5]=[C:6]([CH:15]=[CH:16][C:17]=1[O:18][CH3:19])[CH2:7][N:8]1[CH2:13][CH2:12][CH:11]([NH2:14])[CH2:10][CH2:9]1)[CH3:2].[H-].[Na+].[Cl:22][C:23]1[N:28]=[C:27](Cl)[CH:26]=[CH:25][N:24]=1. The catalyst is CN(C=O)C. The product is [Cl:22][C:23]1[N:28]=[C:27]([NH:14][CH:11]2[CH2:10][CH2:9][N:8]([CH2:7][C:6]3[CH:15]=[CH:16][C:17]([O:18][CH3:19])=[C:4]([O:3][CH2:1][CH3:2])[CH:5]=3)[CH2:13][CH2:12]2)[CH:26]=[CH:25][N:24]=1. The yield is 0.230. (10) The reactants are CN(C(ON1N=NC2C=CC=NC1=2)=[N+](C)C)C.F[P-](F)(F)(F)(F)F.[NH2:25][C:26]1[CH:34]=[CH:33][C:29]([C:30]([OH:32])=O)=[CH:28][C:27]=1[O:35][CH3:36].CCN(C(C)C)C(C)C.[CH3:46][N:47]1[CH2:52][CH2:51][NH:50][CH2:49][CH2:48]1. The catalyst is CN(C=O)C. The product is [NH2:25][C:26]1[CH:34]=[CH:33][C:29]([C:30]([N:50]2[CH2:51][CH2:52][N:47]([CH3:46])[CH2:48][CH2:49]2)=[O:32])=[CH:28][C:27]=1[O:35][CH3:36]. The yield is 0.310.